From a dataset of Catalyst prediction with 721,799 reactions and 888 catalyst types from USPTO. Predict which catalyst facilitates the given reaction. (1) Reactant: [CH3:1][O:2][C:3]1[CH:4]=[C:5]([C:9]2[S:13][C:12]([CH3:14])=[N:11][C:10]=2[C:15](OC)=[O:16])[CH:6]=[CH:7][CH:8]=1.[H-].[H-].[H-].[H-].[Li+].[Al+3].C(O)(=O)C. Product: [CH3:1][O:2][C:3]1[CH:4]=[C:5]([C:9]2[S:13][C:12]([CH3:14])=[N:11][C:10]=2[CH2:15][OH:16])[CH:6]=[CH:7][CH:8]=1. The catalyst class is: 20. (2) Reactant: [Cl:1][C:2]1[CH:21]=[CH:20][C:19]([C:22]2[C:27]([N+:28]([O-])=O)=[CH:26][CH:25]=[CH:24][N:23]=2)=[CH:18][C:3]=1[C:4]([NH:6][CH2:7][C:8]12[CH2:17][CH:12]3[CH2:13][CH:14]([CH2:16][CH:10]([CH2:11]3)[CH2:9]1)[CH2:15]2)=[O:5].[Cl-].[NH4+].C(O)C. Product: [NH2:28][C:27]1[C:22]([C:19]2[CH:20]=[CH:21][C:2]([Cl:1])=[C:3]([CH:18]=2)[C:4]([NH:6][CH2:7][C:8]23[CH2:15][CH:14]4[CH2:13][CH:12]([CH2:11][CH:10]([CH2:16]4)[CH2:9]2)[CH2:17]3)=[O:5])=[N:23][CH:24]=[CH:25][CH:26]=1. The catalyst class is: 150.